From a dataset of Full USPTO retrosynthesis dataset with 1.9M reactions from patents (1976-2016). Predict the reactants needed to synthesize the given product. (1) Given the product [Br-:10].[CH2:11]([C:33]1[C:32]2[C:27](=[CH:28][CH:29]=[CH:30][CH:31]=2)[CH:26]=[C:25]([CH3:24])[C:34]=1[N+:3]1[C:2]([Cl:1])=[C:6]([Cl:7])[NH:5][CH:4]=1)[CH2:12][CH2:13][CH2:14][CH2:15][CH2:16][CH2:17][CH2:18][CH2:19][CH3:20], predict the reactants needed to synthesize it. The reactants are: [Cl:1][C:2]1[N:3]=[CH:4][NH:5][C:6]=1[Cl:7].[OH-].[K+].[Br:10][CH2:11][CH2:12][CH2:13][CH2:14][CH2:15][CH2:16][CH2:17][CH2:18][CH2:19][CH3:20].[K+].[Br-].Br[CH2:24][C:25]1[CH:34]=[CH:33][C:32]2[C:27](=[CH:28][CH:29]=[CH:30][CH:31]=2)[CH:26]=1. (2) Given the product [N:24]([CH:19]([C:9]1[N:8]([CH2:1][C:2]2[CH:7]=[CH:6][CH:5]=[CH:4][CH:3]=2)[C:13](=[O:14])[C:12]2[C:15]([CH3:18])=[N:16][O:17][C:11]=2[N:10]=1)[CH:20]([CH3:22])[CH3:21])=[N+:25]=[N-:26], predict the reactants needed to synthesize it. The reactants are: [CH2:1]([N:8]1[C:13](=[O:14])[C:12]2[C:15]([CH3:18])=[N:16][O:17][C:11]=2[N:10]=[C:9]1[CH:19](Br)[CH:20]([CH3:22])[CH3:21])[C:2]1[CH:7]=[CH:6][CH:5]=[CH:4][CH:3]=1.[N-:24]=[N+:25]=[N-:26].[Na+].O. (3) Given the product [F:36][C:17]([F:16])([F:35])[C:18]1[CH:19]=[C:20]([C:28]2[O:32][N:31]=[C:30]([CH2:33][N:6]3[C:7]4[C:3](=[C:2]([Cl:1])[C:10]([C:11]#[N:12])=[CH:9][CH:8]=4)[CH:4]=[C:5]3[CH2:13][CH2:14][CH3:15])[N:29]=2)[CH:21]=[C:22]([C:24]([F:26])([F:25])[F:27])[CH:23]=1, predict the reactants needed to synthesize it. The reactants are: [Cl:1][C:2]1[C:10]([C:11]#[N:12])=[CH:9][CH:8]=[C:7]2[C:3]=1[CH:4]=[C:5]([CH2:13][CH2:14][CH3:15])[NH:6]2.[F:16][C:17]([F:36])([F:35])[C:18]1[CH:19]=[C:20]([C:28]2[O:32][N:31]=[C:30]([CH2:33]Cl)[N:29]=2)[CH:21]=[C:22]([C:24]([F:27])([F:26])[F:25])[CH:23]=1. (4) Given the product [C:20]([O:24][C:25](=[O:26])[NH:27][CH2:32][C:2]1[CH:7]=[CH:6][C:5]([C:8]2[CH:13]=[CH:12][CH:11]=[CH:10][CH:9]=2)=[CH:4][CH:3]=1)([CH3:23])([CH3:22])[CH3:21], predict the reactants needed to synthesize it. The reactants are: Cl[C:2]1[CH:7]=[CH:6][C:5]([C:8]2[CH:13]=[CH:12][CH:11]=[CH:10][CH:9]=2)=[CH:4][CH:3]=1.C(=O)([O-])[O-].[Cs+].[Cs+].[C:20]([O:24][C:25]([N:27]1[CH2:32][B-](F)(F)[N:27]([C:25]([O:24][C:20]([CH3:23])([CH3:22])[CH3:21])=[O:26])[CH2:32][B-]1(F)F)=[O:26])([CH3:23])([CH3:22])[CH3:21].[Na+].[Na+].C1(P(C2CCCCC2)C2C=CC=CC=2C2C(OC)=CC=CC=2OC)CCCCC1.